From a dataset of Catalyst prediction with 721,799 reactions and 888 catalyst types from USPTO. Predict which catalyst facilitates the given reaction. Reactant: P(C)(C)C.[N:5]([CH2:8][C:9]1[N:10]=[N:11][C:12]([C:15]2[C:20]([F:21])=[CH:19][CH:18]=[CH:17][C:16]=2[F:22])=[CH:13][CH:14]=1)=[N+]=[N-].[N:23]([C:26]1[CH:27]=[N:28][CH:29]=[CH:30][C:31]=1[N:32]1[CH2:37][CH2:36][N:35]([C:38]([O:40][C:41]([CH3:44])([CH3:43])[CH3:42])=[O:39])[CH2:34][CH2:33]1)=[C:24]=S. Product: [F:22][C:16]1[CH:17]=[CH:18][CH:19]=[C:20]([F:21])[C:15]=1[C:12]1[CH:13]=[CH:14][C:9]2[N:10]([C:24]([NH:23][C:26]3[CH:27]=[N:28][CH:29]=[CH:30][C:31]=3[N:32]3[CH2:37][CH2:36][N:35]([C:38]([O:40][C:41]([CH3:44])([CH3:43])[CH3:42])=[O:39])[CH2:34][CH2:33]3)=[N:5][CH:8]=2)[N:11]=1. The catalyst class is: 49.